This data is from Reaction yield outcomes from USPTO patents with 853,638 reactions. The task is: Predict the reaction yield, written as a fraction of the theoretical maximum amount of product (1.0 means a 100% yield; for example, 0.34 means a 34% yield). (1) The reactants are Cl[CH:2]([C:9]1[CH:14]=[CH:13][CH:12]=[CH:11][CH:10]=1)[C:3]1[CH:8]=[CH:7][CH:6]=[CH:5][CH:4]=1.[OH:15][N:16]1[C:20](=[O:21])[C:19]2=[CH:22][CH:23]=[CH:24][CH:25]=[C:18]2[C:17]1=[O:26].CCN(CC)CC.O. The catalyst is CN(C=O)C. The product is [CH:2]([O:15][N:16]1[C:17](=[O:26])[C:18]2=[CH:25][CH:24]=[CH:23][CH:22]=[C:19]2[C:20]1=[O:21])([C:9]1[CH:14]=[CH:13][CH:12]=[CH:11][CH:10]=1)[C:3]1[CH:8]=[CH:7][CH:6]=[CH:5][CH:4]=1. The yield is 0.850. (2) The reactants are [C:1]([N:8]1[CH:12]=[CH:11]N=C1)(N1C=CN=C1)=[O:2].CC#N.O.F[C:18](F)(F)[C:19]([OH:21])=O.[O:24]1[CH2:28]C[CH2:26][CH2:25]1. No catalyst specified. The product is [CH3:28][O:24][C:25]1[CH:26]=[CH:18][C:19]2[O:21][C:1](=[O:2])[NH:8][C:12]=2[CH:11]=1. The yield is 0.820.